From a dataset of Reaction yield outcomes from USPTO patents with 853,638 reactions. Predict the reaction yield, written as a fraction of the theoretical maximum amount of product (1.0 means a 100% yield; for example, 0.34 means a 34% yield). (1) The reactants are Cl[C:2]1[N:10]=[CH:9][N:8]=[C:7]2[C:3]=1[N:4]=[C:5]([C:18]1[CH:23]=[CH:22][CH:21]=[CH:20][C:19]=1[Cl:24])[N:6]2[C:11]1[CH:16]=[CH:15][C:14]([Cl:17])=[CH:13][CH:12]=1.FC(F)(F)C([O-])=O.[C:32]([C:35]1([C:41]2[CH:46]=[CH:45][CH:44]=[CH:43][CH:42]=2)[CH2:40][CH2:39][NH2+:38][CH2:37][CH2:36]1)(=[O:34])[NH2:33].C(N(CC)CC)C. The catalyst is C(O)C. The product is [Cl:24][C:19]1[CH:20]=[CH:21][CH:22]=[CH:23][C:18]=1[C:5]1[N:6]([C:11]2[CH:16]=[CH:15][C:14]([Cl:17])=[CH:13][CH:12]=2)[C:7]2[C:3]([N:4]=1)=[C:2]([N:38]1[CH2:37][CH2:36][C:35]([C:41]3[CH:42]=[CH:43][CH:44]=[CH:45][CH:46]=3)([C:32]([NH2:33])=[O:34])[CH2:40][CH2:39]1)[N:10]=[CH:9][N:8]=2. The yield is 0.630. (2) The reactants are [F:1][C:2]([F:15])([F:14])[C:3]1[CH:8]=[CH:7][C:6]([CH:9](O)[CH2:10][CH2:11][CH3:12])=[CH:5][CH:4]=1.C1(P([N:30]=[N+:31]=[N-:32])(C2C=CC=CC=2)=O)C=CC=CC=1.C1CCN2C(=NCCC2)CC1. The catalyst is C1COCC1.CCOCC.O. The product is [N:30]([CH:9]([C:6]1[CH:7]=[CH:8][C:3]([C:2]([F:15])([F:14])[F:1])=[CH:4][CH:5]=1)[CH2:10][CH2:11][CH3:12])=[N+:31]=[N-:32]. The yield is 0.540. (3) The reactants are [F:1][C:2]1[C:11](/[CH:12]=[CH:13]/[C:14]2[CH:15]=[N:16][C:17]([NH:20][C:21]3[CH:26]=[CH:25][N:24]=[C:23]([CH3:27])[CH:22]=3)=[N:18][CH:19]=2)=[CH:10][C:5]([C:6]([O:8][CH3:9])=[O:7])=[CH:4][C:3]=1[O:28][CH3:29]. The catalyst is [Pd].CO.C1COCC1. The product is [F:1][C:2]1[C:11]([CH2:12][CH2:13][C:14]2[CH:19]=[N:18][C:17]([NH:20][C:21]3[CH:26]=[CH:25][N:24]=[C:23]([CH3:27])[CH:22]=3)=[N:16][CH:15]=2)=[CH:10][C:5]([C:6]([O:8][CH3:9])=[O:7])=[CH:4][C:3]=1[O:28][CH3:29]. The yield is 0.828. (4) The yield is 0.860. The catalyst is CN(C=O)C.O. The reactants are [O:1]1[CH2:5][CH2:4][O:3][CH:2]1[C:6]1[CH:7]=[CH:8][C:9]([C:12]2[S:20][C:19]3[C:14](=[N:15][CH:16]=[CH:17][C:18]=3[O:21][C:22]3[CH:28]=[CH:27][C:25]([NH2:26])=[C:24]([F:29])[C:23]=3[F:30])[CH:13]=2)=[N:10][CH:11]=1.[N:31]1[CH:36]=C[CH:34]=[CH:33][CH:32]=1.ClC(OC1C=CC=CC=1)=[O:39].C1(N)CC1. The product is [O:1]1[CH2:5][CH2:4][O:3][CH:2]1[C:6]1[CH:7]=[CH:8][C:9]([C:12]2[S:20][C:19]3[C:14](=[N:15][CH:16]=[CH:17][C:18]=3[O:21][C:22]3[CH:28]=[CH:27][C:25]([NH:26][C:36]([NH:31][CH:32]4[CH2:34][CH2:33]4)=[O:39])=[C:24]([F:29])[C:23]=3[F:30])[CH:13]=2)=[N:10][CH:11]=1.